This data is from Forward reaction prediction with 1.9M reactions from USPTO patents (1976-2016). The task is: Predict the product of the given reaction. (1) Given the reactants [NH:1]1[C:9]2[C:4](=[CH:5][CH:6]=[CH:7][CH:8]=2)[CH:3]=[C:2]1[CH2:10][OH:11].[CH3:12][C:13]([Si:16](Cl)([CH3:18])[CH3:17])([CH3:15])[CH3:14].N1C=CN=C1, predict the reaction product. The product is: [Si:16]([O:11][CH2:10][C:2]1[NH:1][C:9]2[C:4]([CH:3]=1)=[CH:5][CH:6]=[CH:7][CH:8]=2)([C:13]([CH3:15])([CH3:14])[CH3:12])([CH3:18])[CH3:17]. (2) Given the reactants [CH:1]1([CH2:6][CH:7]([N:11]2[C:16](=[O:17])[CH:15]=[C:14]([O:18][CH3:19])[CH:13]=[N:12]2)[C:8]([OH:10])=O)[CH2:5][CH2:4][CH2:3][CH2:2]1.[B-](F)(F)(F)F.CN(C(ON1C(=O)CCC1=O)=[N+](C)C)C.C(N(CC)C(C)C)(C)C.[S:49]1[CH:53]=[CH:52][N:51]=[C:50]1[NH2:54], predict the reaction product. The product is: [CH:1]1([CH2:6][CH:7]([N:11]2[C:16](=[O:17])[CH:15]=[C:14]([O:18][CH3:19])[CH:13]=[N:12]2)[C:8]([NH:54][C:50]2[S:49][CH:53]=[CH:52][N:51]=2)=[O:10])[CH2:2][CH2:3][CH2:4][CH2:5]1.